From a dataset of Reaction yield outcomes from USPTO patents with 853,638 reactions. Predict the reaction yield, written as a fraction of the theoretical maximum amount of product (1.0 means a 100% yield; for example, 0.34 means a 34% yield). (1) The reactants are [H-].[Na+].[Cl:3][C:4]1[CH:5]=[C:6]([C:10]#[C:11][C:12]([NH:14][CH2:15][CH2:16][C:17]2[CH:22]=[CH:21][CH:20]=[CH:19][C:18]=2[F:23])=[O:13])[CH:7]=[CH:8][CH:9]=1.I[CH3:25]. The catalyst is CC#N. The product is [Cl:3][C:4]1[CH:5]=[C:6]([C:10]#[C:11][C:12]([N:14]([CH2:15][CH2:16][C:17]2[CH:22]=[CH:21][CH:20]=[CH:19][C:18]=2[F:23])[CH3:25])=[O:13])[CH:7]=[CH:8][CH:9]=1. The yield is 0.940. (2) The reactants are [CH3:1][O:2][C:3]1[CH:8]=[CH:7][C:6]([C:9]([F:12])([F:11])[F:10])=[CH:5][C:4]=1[N:13]=[C:14]=[O:15].[NH2:16][C:17]1[CH:34]=[CH:33][C:20]([O:21][C:22]2[CH:23]=[C:24]3[C:28](=[CH:29][CH:30]=2)[C:27](=[O:31])[NH:26][C:25]3=[O:32])=[CH:19][CH:18]=1.CO. The catalyst is C(Cl)Cl. The product is [CH3:1][O:2][C:3]1[CH:8]=[CH:7][C:6]([C:9]([F:12])([F:11])[F:10])=[CH:5][C:4]=1[NH:13][C:14]([NH:16][C:17]1[CH:18]=[CH:19][C:20]([O:21][C:22]2[CH:23]=[C:24]3[C:28](=[CH:29][CH:30]=2)[C:27](=[O:31])[NH:26][C:25]3=[O:32])=[CH:33][CH:34]=1)=[O:15]. The yield is 0.960. (3) The reactants are [CH3:1][N:2]1[CH:7]=[C:6](B2OC(C)(C)C(C)(C)O2)[CH:5]=[C:4]([NH:17][C:18]2[CH:23]=[CH:22][C:21]([N:24]3[CH2:29][CH2:28][N:27]([CH3:30])[CH2:26][CH2:25]3)=[CH:20][N:19]=2)[C:3]1=[O:31].[C:32]([O:35][CH2:36][C:37]1[C:42]([N:43]2[CH2:55][CH2:54][N:46]3[C:47]4[CH2:48][CH2:49][CH2:50][CH2:51][C:52]=4[CH:53]=[C:45]3[C:44]2=[O:56])=[CH:41][C:40]([F:57])=[CH:39][C:38]=1Br)(=[O:34])[CH3:33]. The catalyst is C([O-])([O-])=O.[Na+].[Na+].COCCOC.C1C=CC([P]([Pd]([P](C2C=CC=CC=2)(C2C=CC=CC=2)C2C=CC=CC=2)([P](C2C=CC=CC=2)(C2C=CC=CC=2)C2C=CC=CC=2)[P](C2C=CC=CC=2)(C2C=CC=CC=2)C2C=CC=CC=2)(C2C=CC=CC=2)C2C=CC=CC=2)=CC=1. The product is [C:32]([O:35][CH2:36][C:37]1[C:42]([N:43]2[CH2:55][CH2:54][N:46]3[C:47]4[CH2:48][CH2:49][CH2:50][CH2:51][C:52]=4[CH:53]=[C:45]3[C:44]2=[O:56])=[CH:41][C:40]([F:57])=[CH:39][C:38]=1[C:6]1[CH:5]=[C:4]([NH:17][C:18]2[CH:23]=[CH:22][C:21]([N:24]3[CH2:25][CH2:26][N:27]([CH3:30])[CH2:28][CH2:29]3)=[CH:20][N:19]=2)[C:3](=[O:31])[N:2]([CH3:1])[CH:7]=1)(=[O:34])[CH3:33]. The yield is 0.300.